This data is from HIV replication inhibition screening data with 41,000+ compounds from the AIDS Antiviral Screen. The task is: Binary Classification. Given a drug SMILES string, predict its activity (active/inactive) in a high-throughput screening assay against a specified biological target. (1) The drug is CC(=O)N(C(C)=O)c1cnc2c(nc3cc(C)ccn32)c1C. The result is 0 (inactive). (2) The molecule is Clc1ccc(CN2COc3c(cc(Cl)c4cccnc34)C2)c(Cl)c1. The result is 0 (inactive). (3) The drug is O=[N+]([O-])c1ccc(S(=O)(=O)NCCSSCCNS(=O)(=O)c2ccc([N+](=O)[O-])cc2)cc1. The result is 0 (inactive). (4) The result is 0 (inactive). The compound is O=C(Cc1ccccc1)c1ccc2[nH]c(=O)oc2c1. (5) The compound is O=C(O)Cn1nnc2c(O)nnc(O)c21. The result is 0 (inactive). (6) The molecule is CCN1C(c2ccc(Cl)cc2)=NN2C(C)=CC(C)(C)N=C12. The result is 0 (inactive). (7) The compound is COc1ccc(C2SC(=S)N(Cc3ccc(Cl)cc3)N2Cc2ccc(Cl)cc2)cc1. The result is 0 (inactive).